This data is from Aqueous solubility values for 9,982 compounds from the AqSolDB database. The task is: Regression/Classification. Given a drug SMILES string, predict its absorption, distribution, metabolism, or excretion properties. Task type varies by dataset: regression for continuous measurements (e.g., permeability, clearance, half-life) or binary classification for categorical outcomes (e.g., BBB penetration, CYP inhibition). For this dataset (solubility_aqsoldb), we predict Y. (1) The compound is CCOC(=O)C(O)(c1ccc(Cl)cc1)c1ccc(Cl)cc1. The Y is -4.51 log mol/L. (2) The drug is CCCCCCCCCCCCCCC(=O)O. The Y is -4.31 log mol/L. (3) The drug is CC1(C)COP(=S)(OP2(=S)OCC(C)(C)CO2)OC1. The Y is -5.39 log mol/L. (4) The compound is CC(C)(C)C(=O)Oc1ccccc1C(=O)O. The Y is -3.01 log mol/L. (5) The compound is ON=C1CCCCC1. The Y is -0.850 log mol/L. (6) The Y is -3.17 log mol/L. The drug is O=C(O)CCCC(C(=O)O)(c1ccccc1)c1ccccc1.